Dataset: Forward reaction prediction with 1.9M reactions from USPTO patents (1976-2016). Task: Predict the product of the given reaction. (1) Given the reactants [H-].[Na+].[CH3:3][C@H:4]([OH:13])[CH2:5][CH2:6][CH2:7][CH2:8][CH2:9][CH2:10][CH:11]=[CH2:12].[CH2:14](Br)[C:15]1[CH:20]=[CH:19][CH:18]=[CH:17][CH:16]=1.[Cl-].[NH4+], predict the reaction product. The product is: [CH2:14]([O:13][C@H:4]([CH2:5][CH2:6][CH2:7][CH2:8][CH2:9][CH2:10][CH:11]=[CH2:12])[CH3:3])[C:15]1[CH:20]=[CH:19][CH:18]=[CH:17][CH:16]=1. (2) Given the reactants C(OC([N:8]1[CH2:12][C:11](=[CH:13][C:14]#[N:15])[CH2:10][C@H:9]1[C:16]([OH:18])=O)=O)(C)(C)C.[CH2:19]([N:21]1[C:33]2[CH:32]=[CH:31][C:30]([NH2:34])=[CH:29][C:28]=2[C:27]2[C:22]1=[CH:23][CH:24]=[CH:25][CH:26]=2)[CH3:20], predict the reaction product. The product is: [C:14]([CH:13]=[C:11]1[CH2:12][NH:8][C@H:9]([C:16]([NH:34][C:30]2[CH:31]=[CH:32][C:33]3[N:21]([CH2:19][CH3:20])[C:22]4[C:27]([C:28]=3[CH:29]=2)=[CH:26][CH:25]=[CH:24][CH:23]=4)=[O:18])[CH2:10]1)#[N:15]. (3) Given the reactants [CH3:1][C:2]1[CH:3]=[C:4]([NH2:9])[CH:5]=[C:6]([CH3:8])[CH:7]=1.[Li]CCCC.B(OC)(OC)OC.[Br:22]Br, predict the reaction product. The product is: [Br:22][C:7]1[C:6]([CH3:8])=[CH:5][C:4]([NH2:9])=[CH:3][C:2]=1[CH3:1]. (4) Given the reactants [C:1]([C@@H:4]1[O:21][CH2:20][C@:7]2([C:22]3[CH:27]=[CH:26][C:25]([F:28])=[CH:24][C:23]=3[F:29])[N:8]=[C:9]([NH:12]C(=O)OC(C)(C)C)[S:10][CH2:11][C@@H:6]2[CH2:5]1)(=[S:3])[NH2:2].Cl[CH2:31][C:32](=O)[CH3:33], predict the reaction product. The product is: [F:29][C:23]1[CH:24]=[C:25]([F:28])[CH:26]=[CH:27][C:22]=1[C@:7]12[CH2:20][O:21][C@@H:4]([C:1]3[S:3][CH:31]=[C:32]([CH3:33])[N:2]=3)[CH2:5][C@H:6]1[CH2:11][S:10][C:9]([NH2:12])=[N:8]2.